This data is from Peptide-MHC class II binding affinity with 134,281 pairs from IEDB. The task is: Regression. Given a peptide amino acid sequence and an MHC pseudo amino acid sequence, predict their binding affinity value. This is MHC class II binding data. (1) The peptide sequence is SNKFHIRLIKGELSN. The MHC is DRB1_1101 with pseudo-sequence DRB1_1101. The binding affinity (normalized) is 0.636. (2) The peptide sequence is KKVGQVTLLDLLKLTVA. The MHC is DRB4_0103 with pseudo-sequence DRB4_0103. The binding affinity (normalized) is 0.719. (3) The peptide sequence is EGKYFAATQFEPLAA. The MHC is HLA-DPA10103-DPB10401 with pseudo-sequence HLA-DPA10103-DPB10401. The binding affinity (normalized) is 0.938. (4) The binding affinity (normalized) is 0.487. The peptide sequence is DESIFINKLNGAMVE. The MHC is DRB1_0701 with pseudo-sequence DRB1_0701. (5) The peptide sequence is AALDAQAVELTARLN. The MHC is DRB1_0405 with pseudo-sequence DRB1_0405. The binding affinity (normalized) is 0.390. (6) The peptide sequence is SQDLELSWNLNGLEAY. The MHC is DRB1_0802 with pseudo-sequence DRB1_0802. The binding affinity (normalized) is 0.249.